From a dataset of NCI-60 drug combinations with 297,098 pairs across 59 cell lines. Regression. Given two drug SMILES strings and cell line genomic features, predict the synergy score measuring deviation from expected non-interaction effect. (1) Drug 1: CS(=O)(=O)CCNCC1=CC=C(O1)C2=CC3=C(C=C2)N=CN=C3NC4=CC(=C(C=C4)OCC5=CC(=CC=C5)F)Cl. Drug 2: CC12CCC3C(C1CCC2O)C(CC4=C3C=CC(=C4)O)CCCCCCCCCS(=O)CCCC(C(F)(F)F)(F)F. Cell line: OVCAR-8. Synergy scores: CSS=0.385, Synergy_ZIP=1.04, Synergy_Bliss=4.46, Synergy_Loewe=-1.08, Synergy_HSA=-1.17. (2) Drug 1: CC1=CC2C(CCC3(C2CCC3(C(=O)C)OC(=O)C)C)C4(C1=CC(=O)CC4)C. Drug 2: CC1CCCC2(C(O2)CC(NC(=O)CC(C(C(=O)C(C1O)C)(C)C)O)C(=CC3=CSC(=N3)C)C)C. Cell line: U251. Synergy scores: CSS=2.87, Synergy_ZIP=-1.63, Synergy_Bliss=-0.0620, Synergy_Loewe=0.0958, Synergy_HSA=0.142. (3) Drug 1: C1=C(C(=O)NC(=O)N1)N(CCCl)CCCl. Drug 2: CCCCC(=O)OCC(=O)C1(CC(C2=C(C1)C(=C3C(=C2O)C(=O)C4=C(C3=O)C=CC=C4OC)O)OC5CC(C(C(O5)C)O)NC(=O)C(F)(F)F)O. Cell line: SF-295. Synergy scores: CSS=20.5, Synergy_ZIP=-9.90, Synergy_Bliss=-12.1, Synergy_Loewe=-10.2, Synergy_HSA=-10.6. (4) Synergy scores: CSS=4.19, Synergy_ZIP=-1.96, Synergy_Bliss=0.333, Synergy_Loewe=-1.18, Synergy_HSA=-0.531. Drug 2: C1CN(CCN1C(=O)CCBr)C(=O)CCBr. Drug 1: CN1CCC(CC1)COC2=C(C=C3C(=C2)N=CN=C3NC4=C(C=C(C=C4)Br)F)OC. Cell line: UACC-257.